From a dataset of Reaction yield outcomes from USPTO patents with 853,638 reactions. Predict the reaction yield, written as a fraction of the theoretical maximum amount of product (1.0 means a 100% yield; for example, 0.34 means a 34% yield). (1) The reactants are [CH2:1]([O:3][C:4]1[CH:5]=[C:6]2[C:11](=[C:12]3[CH2:16][C:15]([CH3:18])([CH3:17])[O:14][C:13]=13)[C:10]([C:19]1[CH:29]=[CH:28][C:22]([C:23]([O:25]CC)=[O:24])=[C:21]([NH:30][CH2:31][C:32]3[CH:37]=[CH:36][CH:35]=[CH:34][N:33]=3)[CH:20]=1)=[N:9][C:8]([CH3:39])([CH3:38])[CH2:7]2)[CH3:2].[OH-].[Na+]. The catalyst is CO. The product is [CH2:1]([O:3][C:4]1[CH:5]=[C:6]2[C:11](=[C:12]3[CH2:16][C:15]([CH3:18])([CH3:17])[O:14][C:13]=13)[C:10]([C:19]1[CH:29]=[CH:28][C:22]([C:23]([OH:25])=[O:24])=[C:21]([NH:30][CH2:31][C:32]3[CH:37]=[CH:36][CH:35]=[CH:34][N:33]=3)[CH:20]=1)=[N:9][C:8]([CH3:38])([CH3:39])[CH2:7]2)[CH3:2]. The yield is 0.920. (2) The yield is 0.619. The reactants are [CH3:1][C:2]1([CH3:29])[O:7][CH2:6][CH:5]([CH2:8][O:9][C:10]2[C:15]([CH3:16])=[CH:14][N:13]=[C:12]([CH2:17][S:18][C:19]3[NH:23][C:22]4[CH:24]=[CH:25][CH:26]=[CH:27][C:21]=4[N:20]=3)[C:11]=2[CH3:28])[CH2:4][O:3]1.ClC1C=CC=C(C(OO)=[O:38])C=1.C(=O)([O-])O.[Na+]. The product is [CH3:1][C:2]1([CH3:29])[O:3][CH2:4][CH:5]([CH2:8][O:9][C:10]2[C:15]([CH3:16])=[CH:14][N:13]=[C:12]([CH2:17][S:18]([C:19]3[NH:20][C:21]4[CH:27]=[CH:26][CH:25]=[CH:24][C:22]=4[N:23]=3)=[O:38])[C:11]=2[CH3:28])[CH2:6][O:7]1. The catalyst is C(OCC)C.C(OCC)(=O)C.CO.C1(C)C=CC=CC=1. (3) The reactants are [CH3:1][O:2][C:3]1[CH:4]=[C:5]2[C:10](=[CH:11][C:12]=1[O:13][CH3:14])[N:9]=[CH:8][CH:7]=[C:6]2[O:15][C:16]1[CH:17]=[CH:18][C:19]([NH2:22])=[N:20][CH:21]=1.[C:23]1([N:29]=[C:30]=[O:31])[CH:28]=[CH:27][CH:26]=[CH:25][CH:24]=1.C(OCC)(=O)C.O. The product is [CH3:1][O:2][C:3]1[CH:4]=[C:5]2[C:10](=[CH:11][C:12]=1[O:13][CH3:14])[N:9]=[CH:8][CH:7]=[C:6]2[O:15][C:16]1[CH:17]=[CH:18][C:19]([NH:22][C:30]([NH:29][C:23]2[CH:28]=[CH:27][CH:26]=[CH:25][CH:24]=2)=[O:31])=[N:20][CH:21]=1. The catalyst is CN(C)C=O.CO. The yield is 0.730. (4) The reactants are [Cl-].O[NH3+:3].[C:4](=[O:7])([O-])[OH:5].[Na+].CS(C)=O.[F:13][C:14]1[CH:19]=[C:18]([CH2:20][C:21]2[C:22](=[O:45])[N:23]([C@H:33]3[CH2:38][CH2:37][C@H:36]([O:39][CH2:40][C:41]([OH:44])([CH3:43])[CH3:42])[CH2:35][CH2:34]3)[C:24]3[N:25]([N:30]=[CH:31][CH:32]=3)[C:26]=2[CH2:27][CH2:28][CH3:29])[CH:17]=[CH:16][C:15]=1[C:46]1[C:47]([C:52]#[N:53])=[CH:48][CH:49]=[CH:50][CH:51]=1. The catalyst is C(OCC)(=O)C. The product is [F:13][C:14]1[CH:19]=[C:18]([CH2:20][C:21]2[C:22](=[O:45])[N:23]([C@H:33]3[CH2:38][CH2:37][C@H:36]([O:39][CH2:40][C:41]([OH:44])([CH3:42])[CH3:43])[CH2:35][CH2:34]3)[C:24]3[N:25]([N:30]=[CH:31][CH:32]=3)[C:26]=2[CH2:27][CH2:28][CH3:29])[CH:17]=[CH:16][C:15]=1[C:46]1[CH:51]=[CH:50][CH:49]=[CH:48][C:47]=1[C:52]1[NH:3][C:4](=[O:7])[O:5][N:53]=1. The yield is 0.560. (5) The reactants are [CH3:1][C:2]1[CH:3]=[C:4]([CH:8]=[CH:9][C:10]=1[C:11]([N:13]1[CH2:17][CH2:16][CH2:15][CH2:14]1)=[O:12])[C:5]([OH:7])=O.CN(C(ON1N=NC2C=CC=CC1=2)=[N+](C)C)C.[B-](F)(F)(F)F.C(N(C(C)C)CC)(C)C.[Cl:49][C:50]1[CH:61]=[CH:60][C:53]2[N:54]=[C:55]([C@@H:57]([NH2:59])[CH3:58])[NH:56][C:52]=2[CH:51]=1.ClCl. The catalyst is O1CCCC1.C(Cl)Cl.C(O)C. The product is [Cl:49][C:50]1[CH:61]=[CH:60][C:53]2[NH:54][C:55]([C@@H:57]([NH:59][C:5](=[O:7])[C:4]3[CH:8]=[CH:9][C:10]([C:11]([N:13]4[CH2:17][CH2:16][CH2:15][CH2:14]4)=[O:12])=[C:2]([CH3:1])[CH:3]=3)[CH3:58])=[N:56][C:52]=2[CH:51]=1. The yield is 0.760. (6) The reactants are [Br:1][C:2]1[CH:11]=[C:10]2[C:5]([CH:6]=[CH:7][N:8]=[C:9]2[OH:12])=[CH:4][CH:3]=1.[CH2:13](Br)[CH2:14][C:15]1[CH:20]=[CH:19][CH:18]=[CH:17][CH:16]=1.[OH-].[Na+]. The catalyst is [Br-].C([N+](CCCC)(CCCC)CCCC)CCC.C1(C)C=CC=CC=1.CC(OC)(C)C. The product is [Br:1][C:2]1[CH:11]=[C:10]2[C:5]([CH:6]=[CH:7][N:8]([CH2:13][CH2:14][C:15]3[CH:20]=[CH:19][CH:18]=[CH:17][CH:16]=3)[C:9]2=[O:12])=[CH:4][CH:3]=1. The yield is 0.770.